From a dataset of Catalyst prediction with 721,799 reactions and 888 catalyst types from USPTO. Predict which catalyst facilitates the given reaction. Reactant: [NH2:1][C:2](=[S:25])[CH2:3][CH2:4][C@@H:5]([NH:17][C:18](=[O:24])[O:19][C:20]([CH3:23])([CH3:22])[CH3:21])[CH2:6][C:7]1[CH:8]=[N:9][C:10]([C:13]([F:16])([F:15])[F:14])=[CH:11][CH:12]=1.[Cl:26][CH2:27][C:28]([CH2:30]Cl)=O. Product: [Cl:26][CH2:27][C:28]1[N:1]=[C:2]([CH2:3][CH2:4][C@@H:5]([NH:17][C:18](=[O:24])[O:19][C:20]([CH3:21])([CH3:22])[CH3:23])[CH2:6][C:7]2[CH:8]=[N:9][C:10]([C:13]([F:16])([F:15])[F:14])=[CH:11][CH:12]=2)[S:25][CH:30]=1. The catalyst class is: 5.